From a dataset of Forward reaction prediction with 1.9M reactions from USPTO patents (1976-2016). Predict the product of the given reaction. (1) Given the reactants [CH2:1]([O:8][C:9]1[CH:14]=[CH:13][C:12]([C:15]2[N:19]([CH:20]3[CH2:25][CH2:24][CH2:23][CH2:22][CH2:21]3)[N:18]=[C:17](/[CH:26]=[CH:27]/[C:28]([O:30][CH3:31])=[O:29])[C:16]=2Br)=[CH:11][CH:10]=1)[C:2]1[CH:7]=[CH:6][CH:5]=[CH:4][CH:3]=1.[C:33]1(C)[CH:38]=[CH:37][CH:36]=[CH:35][C:34]=1P([C:33]1[CH:38]=[CH:37][CH:36]=[CH:35][C:34]=1C)[C:33]1[CH:38]=[CH:37][CH:36]=[CH:35][C:34]=1C.C([O-])(O)=O.[Na+], predict the reaction product. The product is: [CH2:1]([O:8][C:9]1[CH:14]=[CH:13][C:12]([C:15]2[N:19]([CH:20]3[CH2:25][CH2:24][CH2:23][CH2:22][CH2:21]3)[N:18]=[C:17](/[CH:26]=[CH:27]/[C:28]([O:30][CH3:31])=[O:29])[C:16]=2[C:33]2[CH:38]=[CH:37][CH:36]=[CH:35][CH:34]=2)=[CH:11][CH:10]=1)[C:2]1[CH:7]=[CH:6][CH:5]=[CH:4][CH:3]=1. (2) Given the reactants Cl[C:2]1[C:7]([F:8])=[CH:6][C:5]([F:9])=[CH:4][N:3]=1.[CH3:10][C:11]1[CH:17]=[CH:16][C:14]([NH2:15])=[CH:13][C:12]=1B1OC(C)(C)C(C)(C)O1.C1(C)C=CC=CC=1.C([O-])([O-])=O.[Na+].[Na+], predict the reaction product. The product is: [F:8][C:7]1[C:2]([C:12]2[CH:13]=[C:14]([CH:16]=[CH:17][C:11]=2[CH3:10])[NH2:15])=[N:3][CH:4]=[C:5]([F:9])[CH:6]=1. (3) The product is: [CH3:1][N:2]1[CH2:15][CH2:14][C:5]2[N:6]([CH2:19][C:20]([C:22]3[CH:27]=[CH:26][C:25]([F:28])=[CH:24][CH:23]=3)=[O:21])[C:7]3[CH:8]=[CH:9][C:10]([CH3:13])=[CH:11][C:12]=3[C:4]=2[CH2:3]1. Given the reactants [CH3:1][N:2]1[CH2:15][CH2:14][C:5]2[NH:6][C:7]3[CH:8]=[CH:9][C:10]([CH3:13])=[CH:11][C:12]=3[C:4]=2[CH2:3]1.[OH-].[K+].Br[CH2:19][C:20]([C:22]1[CH:27]=[CH:26][C:25]([F:28])=[CH:24][CH:23]=1)=[O:21], predict the reaction product. (4) Given the reactants C(OC([N:8]1[C@:12]([CH2:32][O:33][P:34]([O:41]C(C)(C)C)([O:36]C(C)(C)C)=[O:35])([CH2:13][CH2:14][C:15]2[CH:20]=[CH:19][C:18]([O:21][CH2:22][CH2:23][O:24][C:25]3[CH:30]=[CH:29][CH:28]=[C:27]([F:31])[CH:26]=3)=[CH:17][CH:16]=2)[CH2:11][O:10]C1(C)C)=O)(C)(C)C, predict the reaction product. The product is: [NH2:8][C@@:12]([CH2:11][OH:10])([CH2:13][CH2:14][C:15]1[CH:16]=[CH:17][C:18]([O:21][CH2:22][CH2:23][O:24][C:25]2[CH:30]=[CH:29][CH:28]=[C:27]([F:31])[CH:26]=2)=[CH:19][CH:20]=1)[CH2:32][O:33][P:34](=[O:35])([OH:36])[OH:41]. (5) The product is: [F:32][C:2]([F:1])([F:31])[C:3]1[CH:4]=[C:5]([C:9]2[C@:10]3([CH2:26][CH2:25][C@H:24]4[C@@H:15]([CH2:16][CH2:17][C:18]5[CH:19]=[C:20]([C:27]([OH:29])=[O:28])[CH:21]=[CH:22][C:23]=54)[C@@H:12]3[CH2:13][CH:14]=2)[CH3:11])[CH:6]=[N:7][CH:8]=1. Given the reactants [F:1][C:2]([F:32])([F:31])[C:3]1[CH:4]=[C:5]([C:9]2[C@:10]3([CH2:26][CH2:25][C@H:24]4[C@@H:15]([CH2:16][CH2:17][C:18]5[CH:19]=[C:20]([C:27]([O:29]C)=[O:28])[CH:21]=[CH:22][C:23]=54)[C@@H:12]3[CH2:13][CH:14]=2)[CH3:11])[CH:6]=[N:7][CH:8]=1.[OH-].[Li+].C(O)(=O)CC(CC(O)=O)(C(O)=O)O, predict the reaction product. (6) Given the reactants FC1C=C(C=C(F)C=1)C([O:7][C:8]12[CH2:15][CH2:14][C:11](/[CH:16]=[CH:17]/[C:18]([O:20][CH3:21])=[O:19])([CH2:12][CH2:13]1)[CH2:10][CH2:9]2)=O.C[O-].[Na+].Cl, predict the reaction product. The product is: [OH:7][C:8]12[CH2:13][CH2:12][C:11](/[CH:16]=[CH:17]/[C:18]([O:20][CH3:21])=[O:19])([CH2:10][CH2:9]1)[CH2:14][CH2:15]2. (7) Given the reactants [Cl:1][C:2]1[CH:3]=[C:4]([NH:10][C:11]2[N:15]=[C:14]([N:16]3[CH2:21][CH2:20][O:19][CH2:18][CH2:17]3)[N:13](CC3C=CC(OC)=CC=3)[N:12]=2)[CH:5]=[C:6]([Cl:9])[C:7]=1[F:8].C(O)(C(F)(F)F)=O, predict the reaction product. The product is: [Cl:1][C:2]1[CH:3]=[C:4]([NH:10][C:11]2[N:15]=[C:14]([N:16]3[CH2:17][CH2:18][O:19][CH2:20][CH2:21]3)[NH:13][N:12]=2)[CH:5]=[C:6]([Cl:9])[C:7]=1[F:8]. (8) Given the reactants [Cl:1][C:2]1[CH:3]=[C:4]([NH:8][CH2:9][C:10]2[C:19]3[C:14](=[C:15]([F:20])[CH:16]=[CH:17][CH:18]=3)[NH:13][C:12](=[O:21])[CH:11]=2)[CH:5]=[CH:6][CH:7]=1.[CH3:22][C:23]1[N:24]=[N:25][S:26][C:27]=1[C:28](O)=[O:29], predict the reaction product. The product is: [Cl:1][C:2]1[CH:3]=[C:4]([N:8]([CH2:9][C:10]2[C:19]3[C:14](=[C:15]([F:20])[CH:16]=[CH:17][CH:18]=3)[NH:13][C:12](=[O:21])[CH:11]=2)[C:28]([C:27]2[S:26][N:25]=[N:24][C:23]=2[CH3:22])=[O:29])[CH:5]=[CH:6][CH:7]=1. (9) Given the reactants [CH:1]1[C:6](N=C=S)=[CH:5][C:4]2[C:10]([O:12][C:13]3([C:23]4[CH:24]=[CH:25][C:26]([OH:28])=[CH:27][C:22]=4[O:21][C:15]4[CH:16]=[C:17]([OH:20])[CH:18]=[CH:19][C:14]3=4)[C:3]=2[CH:2]=1)=[O:11].CCN(C(C)C)C(C)C, predict the reaction product. The product is: [CH:1]1[CH:6]=[CH:5][C:4]([C:10]([OH:12])=[O:11])=[C:3]([C:13]2[C:14]3[CH:19]=[CH:18][C:17]([OH:20])=[CH:16][C:15]=3[O:21][C:22]3[C:23]=2[CH:24]=[CH:25][C:26]([CH:27]=3)=[O:28])[CH:2]=1.